This data is from Catalyst prediction with 721,799 reactions and 888 catalyst types from USPTO. The task is: Predict which catalyst facilitates the given reaction. Reactant: [C:1]1([CH:11]([N:13]2[CH:17]3[C:18](=O)[N:19]([CH2:22][CH2:23][C:24]4[CH:29]=[CH:28][CH:27]=[CH:26][CH:25]=4)[CH2:20][CH2:21][CH:16]3[CH2:15][CH2:14]2)[CH3:12])[C:10]2[C:5](=[CH:6][CH:7]=[CH:8][CH:9]=2)[CH:4]=[CH:3][CH:2]=1.CC(C[AlH]CC(C)C)C.C1(C)C=CC=CC=1. Product: [C:1]1([CH:11]([N:13]2[CH:17]3[CH2:18][N:19]([CH2:22][CH2:23][C:24]4[CH:29]=[CH:28][CH:27]=[CH:26][CH:25]=4)[CH2:20][CH2:21][CH:16]3[CH2:15][CH2:14]2)[CH3:12])[C:10]2[C:5](=[CH:6][CH:7]=[CH:8][CH:9]=2)[CH:4]=[CH:3][CH:2]=1. The catalyst class is: 1.